Predict the reactants needed to synthesize the given product. From a dataset of Full USPTO retrosynthesis dataset with 1.9M reactions from patents (1976-2016). (1) Given the product [Cl:25][C:19]1[CH:18]=[C:17]([C:14]2[CH:15]=[CH:16][N:12]([CH2:11][C@@H:10]([NH:9][C:6]([C:4]3[N:3]=[CH:2][S:1][CH:5]=3)=[O:8])[CH3:26])[N:13]=2)[CH:24]=[CH:23][C:20]=1[C:21]#[N:22], predict the reactants needed to synthesize it. The reactants are: [S:1]1[CH:5]=[C:4]([C:6]([OH:8])=O)[N:3]=[CH:2]1.[NH2:9][C@@H:10]([CH3:26])[CH2:11][N:12]1[CH:16]=[CH:15][C:14]([C:17]2[CH:24]=[CH:23][C:20]([C:21]#[N:22])=[C:19]([Cl:25])[CH:18]=2)=[N:13]1. (2) The reactants are: ClC(Cl)(OC(=O)[O:6][C:7]([Cl:10])(Cl)Cl)Cl.[Cl:13][C:14]1[CH:15]=[C:16]([C:20]#[C:21][C:22]2[NH:23][O:24][CH:25]3[NH:29][CH2:28][CH2:27][C:26]=23)[CH:17]=[CH:18][CH:19]=1. Given the product [Cl:13][C:14]1[CH:15]=[C:16]([C:20]#[C:21][C:22]2[CH:26]3[CH2:27][CH2:28][N:29]([C:7]([Cl:10])=[O:6])[CH:25]3[O:24][N:23]=2)[CH:17]=[CH:18][CH:19]=1, predict the reactants needed to synthesize it. (3) Given the product [N:14]1[CH:13]=[CH:12][CH:11]=[N:10][C:9]=1[NH:8][CH2:7][CH:4]1[CH2:5][CH2:6][N:1]([C:43](=[O:44])[CH2:42][CH2:41][CH2:40][C:36]2[S:35][CH:39]=[CH:38][CH:37]=2)[CH2:2][CH2:3]1, predict the reactants needed to synthesize it. The reactants are: [NH:1]1[CH2:6][CH2:5][CH:4]([CH2:7][NH:8][C:9]2[N:14]=[CH:13][CH:12]=[CH:11][N:10]=2)[CH2:3][CH2:2]1.N1CCCCC1.C(Cl)CCl.C1C=CC2N(O)N=NC=2C=1.[S:35]1[CH:39]=[CH:38][CH:37]=[C:36]1[CH2:40][CH2:41][CH2:42][C:43](O)=[O:44]. (4) Given the product [C:16]1(=[O:26])[N:20]([CH2:2][CH2:3][CH2:4][CH2:5][C:6]([CH3:15])([C:9]2[CH:14]=[CH:13][CH:12]=[CH:11][CH:10]=2)[CH2:7][OH:8])[C:19](=[O:21])[C:18]2=[CH:22][CH:23]=[CH:24][CH:25]=[C:17]12, predict the reactants needed to synthesize it. The reactants are: Br[CH2:2][CH2:3][CH2:4][CH2:5][C:6]([CH3:15])([C:9]1[CH:14]=[CH:13][CH:12]=[CH:11][CH:10]=1)[CH2:7][OH:8].[C:16]1(=[O:26])[NH:20][C:19](=[O:21])[C:18]2=[CH:22][CH:23]=[CH:24][CH:25]=[C:17]12.[K]. (5) Given the product [Br:1][C:2]1[CH:3]=[CH:4][C:5]([CH:8]2[NH:9][CH2:10][CH2:11][N:12]([CH3:14])[CH2:13]2)=[CH:6][CH:7]=1, predict the reactants needed to synthesize it. The reactants are: [Br:1][C:2]1[CH:7]=[CH:6][C:5]([CH:8]2[CH2:13][NH:12][CH2:11][CH2:10][NH:9]2)=[CH:4][CH:3]=1.[CH2:14](N(CC)CC)C.CI.[Cl-].[NH4+]. (6) The reactants are: [CH3:1][O:2][C:3]1[CH:4]=[C:5]([CH:32]=[CH:33][C:34]=1[O:35][CH3:36])[CH2:6][CH:7]1[C:13]2[CH:14]=[C:15]([O:20][CH3:21])[C:16]([O:18][CH3:19])=[CH:17][C:12]=2[CH2:11][CH2:10][CH2:9][N:8]1[CH:22]([C:26]1[CH:31]=[CH:30][CH:29]=[CH:28][CH:27]=1)[C:23](O)=[O:24].[CH:37]1([NH2:42])[CH2:41][CH2:40][CH2:39][CH2:38]1. Given the product [CH:37]1([NH:42][C:23](=[O:24])[CH:22]([N:8]2[CH2:9][CH2:10][CH2:11][C:12]3[CH:17]=[C:16]([O:18][CH3:19])[C:15]([O:20][CH3:21])=[CH:14][C:13]=3[CH:7]2[CH2:6][C:5]2[CH:32]=[CH:33][C:34]([O:35][CH3:36])=[C:3]([O:2][CH3:1])[CH:4]=2)[C:26]2[CH:31]=[CH:30][CH:29]=[CH:28][CH:27]=2)[CH2:41][CH2:40][CH2:39][CH2:38]1, predict the reactants needed to synthesize it. (7) Given the product [CH3:20][S:17]([C:14]1[CH:15]=[CH:16][C:10]2[N:9]=[C:8]([C:5]3[CH:6]=[CH:7][C:2]([C:23]4[CH:22]=[N:21][CH:26]=[CH:25][CH:24]=4)=[CH:3][CH:4]=3)[NH:12][C:11]=2[CH:13]=1)(=[O:19])=[O:18], predict the reactants needed to synthesize it. The reactants are: Br[C:2]1[CH:7]=[CH:6][C:5]([C:8]2[NH:12][C:11]3[CH:13]=[C:14]([S:17]([CH3:20])(=[O:19])=[O:18])[CH:15]=[CH:16][C:10]=3[N:9]=2)=[CH:4][CH:3]=1.[N:21]1[CH:26]=[CH:25][CH:24]=[C:23](B(O)O)[CH:22]=1. (8) Given the product [Cl:9][C:10]1[CH:11]=[CH:12][C:13]([C:40]#[N:41])=[C:14]([C:16]2[C:21]([O:22][CH3:23])=[CH:20][N:19]([CH:24]([CH2:37][CH3:38])[C:25]([NH:27][C:28]3[CH:33]=[CH:32][N:31]4[N:34]=[CH:35][C:36]([Cl:1])=[C:30]4[CH:29]=3)=[O:26])[C:18](=[O:39])[CH:17]=2)[CH:15]=1, predict the reactants needed to synthesize it. The reactants are: [Cl:1]N1C(=O)CCC1=O.[Cl:9][C:10]1[CH:11]=[CH:12][C:13]([C:40]#[N:41])=[C:14]([C:16]2[C:21]([O:22][CH3:23])=[CH:20][N:19]([CH:24]([CH2:37][CH3:38])[C:25]([NH:27][C:28]3[CH:33]=[CH:32][N:31]4[N:34]=[CH:35][CH:36]=[C:30]4[CH:29]=3)=[O:26])[C:18](=[O:39])[CH:17]=2)[CH:15]=1. (9) The reactants are: [C:1]([O:5][C:6](=[O:13])[NH:7][C@H:8]([C:10](=O)[NH2:11])[CH3:9])([CH3:4])([CH3:3])[CH3:2].F[B-](F)(F)F.C([O+](CC)CC)C.[F:26][C:27]1[C:28]([O:41][CH3:42])=[C:29]([NH:34][C:35]2[CH:40]=[CH:39][CH:38]=[CH:37][CH:36]=2)[C:30](N)=[CH:31][CH:32]=1. Given the product [C:1]([O:5][C:6](=[O:13])[NH:7][C@H:8]([C:10]1[N:34]([C:35]2[CH:36]=[CH:37][CH:38]=[CH:39][CH:40]=2)[C:29]2[C:28]([O:41][CH3:42])=[C:27]([F:26])[CH:32]=[CH:31][C:30]=2[N:11]=1)[CH3:9])([CH3:4])([CH3:3])[CH3:2], predict the reactants needed to synthesize it. (10) The reactants are: C([O:8][CH2:9][CH2:10][O:11][CH2:12][CH2:13][O:14][CH2:15][CH2:16][S:17]([C:20]1[CH:25]=[CH:24][C:23]([N+:26]([O-])=O)=[CH:22][C:21]=1[O:29][CH3:30])(=[O:19])=[O:18])C1C=CC=CC=1. Given the product [NH2:26][C:23]1[CH:24]=[CH:25][C:20]([S:17]([CH2:16][CH2:15][O:14][CH2:13][CH2:12][O:11][CH2:10][CH2:9][OH:8])(=[O:18])=[O:19])=[C:21]([O:29][CH3:30])[CH:22]=1, predict the reactants needed to synthesize it.